This data is from NCI-60 drug combinations with 297,098 pairs across 59 cell lines. The task is: Regression. Given two drug SMILES strings and cell line genomic features, predict the synergy score measuring deviation from expected non-interaction effect. Drug 1: CC1=C(C=C(C=C1)C(=O)NC2=CC(=CC(=C2)C(F)(F)F)N3C=C(N=C3)C)NC4=NC=CC(=N4)C5=CN=CC=C5. Drug 2: B(C(CC(C)C)NC(=O)C(CC1=CC=CC=C1)NC(=O)C2=NC=CN=C2)(O)O. Cell line: SF-539. Synergy scores: CSS=23.7, Synergy_ZIP=-0.719, Synergy_Bliss=3.11, Synergy_Loewe=-20.2, Synergy_HSA=0.895.